From a dataset of Forward reaction prediction with 1.9M reactions from USPTO patents (1976-2016). Predict the product of the given reaction. (1) Given the reactants [CH2:1]([O:3][C:4]([CH:6]1[CH2:11][CH2:10][C:9](=[O:12])[CH2:8][CH2:7]1)=[O:5])[CH3:2].C(OC)(OC)OC.[CH2:20](O)[CH2:21][OH:22].C1(C)C=CC(S(O)(=O)=O)=CC=1, predict the reaction product. The product is: [CH2:1]([O:3][C:4]([CH:6]1[CH2:11][CH2:10][C:9]2([O:22][CH2:21][CH2:20][O:12]2)[CH2:8][CH2:7]1)=[O:5])[CH3:2]. (2) Given the reactants [CH2:1]([N:5]1[C:13]([N:14]2[CH2:19][CH2:18][NH:17][CH2:16][CH2:15]2)=[N:12][C:11]2[C:6]1=[N:7][C:8]([C:27]1[CH:28]=[N:29][C:30]([NH2:33])=[N:31][CH:32]=1)=[N:9][C:10]=2[N:20]1[CH2:25][CH2:24][O:23][CH2:22][C@@H:21]1[CH3:26])[CH:2]([CH3:4])[CH3:3].[OH:34][CH2:35][C:36](O)=[O:37].ON1C2C=CC=CC=2N=N1.Cl.C(N=C=NCCCN(C)C)C.C(N(CC)CC)C.C(=O)([O-])O.[Na+], predict the reaction product. The product is: [NH2:33][C:30]1[N:31]=[CH:32][C:27]([C:8]2[N:7]=[C:6]3[C:11]([N:12]=[C:13]([N:14]4[CH2:19][CH2:18][N:17]([C:35](=[O:34])[CH2:36][OH:37])[CH2:16][CH2:15]4)[N:5]3[CH2:1][CH:2]([CH3:4])[CH3:3])=[C:10]([N:20]3[CH2:25][CH2:24][O:23][CH2:22][C@@H:21]3[CH3:26])[N:9]=2)=[CH:28][N:29]=1. (3) Given the reactants Cl[C:2](OCC(C)C)=O.[C:9]([O:13][C:14]([N:16]1[CH2:19][CH2:18][CH:17]1[C:20]([OH:22])=[O:21])=[O:15])([CH3:12])([CH3:11])[CH3:10].CN1CCOCC1.CO, predict the reaction product. The product is: [C:9]([O:13][C:14]([N:16]1[CH2:19][CH2:18][CH:17]1[C:20]([O:22][CH3:2])=[O:21])=[O:15])([CH3:12])([CH3:10])[CH3:11]. (4) Given the reactants [N:1]1([C:10](=[O:34])/[CH:11]=[CH:12]/[C@@H:13]([NH:18][C:19]([C@@H:21]2[CH2:26][CH2:25][CH2:24][CH2:23][N:22]2C(OC(C)(C)C)=O)=[O:20])[CH2:14][CH:15]([CH3:17])[CH3:16])[C:9]2[C:4](=[CH:5][CH:6]=[CH:7][CH:8]=2)[CH2:3][CH2:2]1.[OH:35][S:36]([OH:39])(=[O:38])=[O:37], predict the reaction product. The product is: [S:36]([OH:39])([OH:38])(=[O:37])=[O:35].[N:1]1([C:10](=[O:34])/[CH:11]=[CH:12]/[C@@H:13]([NH:18][C:19]([C@@H:21]2[CH2:26][CH2:25][CH2:24][CH2:23][NH:22]2)=[O:20])[CH2:14][CH:15]([CH3:17])[CH3:16])[C:9]2[C:4](=[CH:5][CH:6]=[CH:7][CH:8]=2)[CH2:3][CH2:2]1.